From a dataset of Full USPTO retrosynthesis dataset with 1.9M reactions from patents (1976-2016). Predict the reactants needed to synthesize the given product. (1) Given the product [OH:2][C:1]1[CH:3]=[C:4]([OH:5])[CH:6]=[CH:7][C:8]=1[C:17](=[O:18])[CH2:16][C:13]1[CH:14]=[CH:15][C:10]([OH:9])=[CH:11][CH:12]=1, predict the reactants needed to synthesize it. The reactants are: [C:1]1([CH:8]=[CH:7][CH:6]=[C:4]([OH:5])[CH:3]=1)[OH:2].[OH:9][C:10]1[CH:15]=[CH:14][C:13]([CH2:16][C:17](O)=[O:18])=[CH:12][CH:11]=1.B(F)(F)F.CCOCC.C([O-])(=O)C.[Na+]. (2) Given the product [F:29][C:26]([F:27])([F:28])[C:21]1[CH:22]=[CH:23][CH:24]=[C:25]2[C:20]=1[CH2:19][CH2:18][CH:17]2[O:16][C:14]1[CH:13]=[CH:12][C:11]2[CH:7]([CH2:6][C:5]([OH:30])=[O:4])[CH2:8][O:9][C:10]=2[CH:15]=1, predict the reactants needed to synthesize it. The reactants are: [OH-].[Na+].C[O:4][C:5](=[O:30])[CH2:6][CH:7]1[C:11]2[CH:12]=[CH:13][C:14]([O:16][CH:17]3[C:25]4[C:20](=[C:21]([C:26]([F:29])([F:28])[F:27])[CH:22]=[CH:23][CH:24]=4)[CH2:19][CH2:18]3)=[CH:15][C:10]=2[O:9][CH2:8]1.Cl. (3) Given the product [Cl:8][C:9]1[CH:10]=[N:4][C:3]([C:2]([F:7])([F:6])[F:1])=[N:5][CH:14]=1, predict the reactants needed to synthesize it. The reactants are: [F:1][C:2]([F:7])([F:6])[C:3]([NH2:5])=[NH:4].[Cl:8]/[C:9](=[CH:14]\N(C)C)/[CH:10]=[N+](C)C.CCN1C2C(S/C/1=C\C#C/C(/C)=C\C1SC3C(=CC=CC=3)[N+]=1CC)=CC=CC=2.F[P-](F)(F)(F)(F)F.C(N(CC)CC)C.